Dataset: Full USPTO retrosynthesis dataset with 1.9M reactions from patents (1976-2016). Task: Predict the reactants needed to synthesize the given product. (1) The reactants are: C[O:2][C:3]([C:5]1[N:29](C(CC)CC)[C:8]2[N:9]=[C:10]([NH:13][C:14]3[CH:19]=[CH:18][C:17]([N:20]4[CH2:25][CH2:24][N:23](C(=O)C)[CH2:22][CH2:21]4)=[CH:16][CH:15]=3)[N:11]=[CH:12][C:7]=2[CH:6]=1)=[O:4].[Li+].[OH-]. Given the product [N:20]1([C:17]2[CH:18]=[CH:19][C:14]([NH:13][C:10]3[N:11]=[CH:12][C:7]4[CH:6]=[C:5]([C:3]([OH:4])=[O:2])[NH:29][C:8]=4[N:9]=3)=[CH:15][CH:16]=2)[CH2:21][CH2:22][NH:23][CH2:24][CH2:25]1, predict the reactants needed to synthesize it. (2) Given the product [CH3:1][O:2][C:3]1[N:4]=[C:5]2[C:10](=[CH:11][CH:12]=1)[N:9]=[CH:8][CH:7]=[C:6]2[C:13]1[N:18]=[CH:17][C:16]([CH2:19][CH2:20][NH2:21])=[CH:15][CH:14]=1, predict the reactants needed to synthesize it. The reactants are: [CH3:1][O:2][C:3]1[N:4]=[C:5]2[C:10](=[CH:11][CH:12]=1)[N:9]=[CH:8][CH:7]=[C:6]2[C:13]1[N:18]=[CH:17][C:16]([CH2:19][C:20]#[N:21])=[CH:15][CH:14]=1.B.C1COCC1. (3) The reactants are: [CH:1]12[CH2:8][CH2:7][CH:4]([CH2:5][CH2:6]1)[C:3](=O)[C:2]2=O.COP([CH2:17][C:18]([CH:20]1[CH2:22][CH2:21]1)=O)(=O)OC.O.[NH2:24][NH2:25]. Given the product [CH:20]1([C:18]2[N:24]=[N:25][C:2]3[CH:1]4[CH2:8][CH2:7][CH:4]([C:3]=3[CH:17]=2)[CH2:5][CH2:6]4)[CH2:22][CH2:21]1, predict the reactants needed to synthesize it. (4) Given the product [CH3:25][C:19](=[CH:5][C:4]1[CH:3]=[C:2]([F:1])[C:9]([F:10])=[C:8]([F:11])[CH:7]=1)[C:20]([O:22][CH2:23][CH3:24])=[O:21], predict the reactants needed to synthesize it. The reactants are: [F:1][C:2]1[CH:3]=[C:4]([CH:7]=[C:8]([F:11])[C:9]=1[F:10])[CH:5]=O.C1(P(C2C=CC=CC=2)(C2C=CC=CC=2)=[C:19]([CH3:25])[C:20]([O:22][CH2:23][CH3:24])=[O:21])C=CC=CC=1. (5) Given the product [Br:20][C:21]1[CH:28]=[C:25]([CH:26]=[O:27])[C:24]([N:4]([CH2:1][CH2:2][CH3:3])[CH2:9][CH2:8][CH2:7][CH2:6][C:5]([O:10][CH3:14])=[O:11])=[N:23][CH:22]=1, predict the reactants needed to synthesize it. The reactants are: [CH2:1]([N:4]1[CH2:9][CH2:8][CH2:7][CH2:6][C:5]1=[O:10])[CH2:2][CH3:3].[OH-:11].[Na+].Cl.[C:14](=O)([O-])[O-].[Na+].[Na+].[Br:20][C:21]1[CH:22]=[N:23][C:24](Cl)=[C:25]([CH:28]=1)[CH:26]=[O:27].